This data is from Experimentally validated miRNA-target interactions with 360,000+ pairs, plus equal number of negative samples. The task is: Binary Classification. Given a miRNA mature sequence and a target amino acid sequence, predict their likelihood of interaction. (1) The miRNA is hsa-miR-3977 with sequence GUGCUUCAUCGUAAUUAACCUUA. The protein sequence of the target gene is MIYKCPMCREFFSERADLFMHQKIHTAEKPHKCDKCDKGFFHISELHIHWRDHTGEKVYKCDDCGKDFSTTTKLNRHKKIHTVEKPYKCYECGKAFNWSSHLQIHMRVHTGEKPYVCSECGRGFSNSSNLCMHQRVHTGEKPFKCEECGKAFRHTSSLCMHQRVHTGEKPYKCYECGKAFSQSSSLCIHQRVHTGEKPYRCCGCGKAFSQSSSLCIHQRVHTGEKPFKCDECGKAFSQSTSLCIHQRVHTKERNHLKISVI. Result: 1 (interaction). (2) The miRNA is hsa-miR-25-3p with sequence CAUUGCACUUGUCUCGGUCUGA. The protein sequence of the target gene is MPVIPALWEVEMGRSQGQEIETILANRSHSDSTPLPNFLSGSHRPECCTCRLLTASGAQDSLPFGRRLYSGPWRSCEEVCHVSVLSVLSTSCGLSLSLPIFPGWMEWLSPDIALPRRDEWTQTSPARKRITHAKVQGAGQLRLSIDAQDRVLLLHIIEGKGLISKQPGTCDPYVKISLIPEDSRLRHQKTQTVPDCRDPAFHEHFFFPVQEEDDQKRLLVTVWNRASQSRQSGLIGCMSFGVKSLLTPDKEISGWYYLLGEHLGRTKHLKVARRRLRPLRDPLLRMPGGGDTENGKKLKI.... Result: 1 (interaction). (3) The miRNA is hsa-miR-106b-5p with sequence UAAAGUGCUGACAGUGCAGAU. The protein sequence of the target gene is MSHQTGIQASEDVKEIFARARNGKYRLLKISIENEQLVIGSYSQPSDSWDKDYDSFVLPLLEDKQPCYILFRLDSQNAQGYEWIFIAWSPDHSHVRQKMLYAATRATLKKEFGGGHIKDEVFGTVKEDVSLHGYKKYLLSQSSPAPLTAAEEELRQIKINEVQTDVGVDTKHQTLQGVAFPISREAFQALEKLNNRQLNYVQLEIDIKNEIIILANTTNTELKDLPKRIPKDSARYHFFLYKHSHEGDYLESIVFIYSMPGYTCSIRERMLYSSCKSRLLEIVERQLQMDVIRKIEIDNG.... Result: 1 (interaction).